Dataset: NCI-60 drug combinations with 297,098 pairs across 59 cell lines. Task: Regression. Given two drug SMILES strings and cell line genomic features, predict the synergy score measuring deviation from expected non-interaction effect. Drug 1: C1CN(CCN1C(=O)CCBr)C(=O)CCBr. Drug 2: C1CNP(=O)(OC1)N(CCCl)CCCl. Cell line: HT29. Synergy scores: CSS=19.6, Synergy_ZIP=0.945, Synergy_Bliss=1.82, Synergy_Loewe=-12.2, Synergy_HSA=-0.837.